From a dataset of HIV replication inhibition screening data with 41,000+ compounds from the AIDS Antiviral Screen. Binary Classification. Given a drug SMILES string, predict its activity (active/inactive) in a high-throughput screening assay against a specified biological target. (1) The drug is O=C1OC(=O)c2c1nc1ccccc1c2-c1ccccc1. The result is 0 (inactive). (2) The molecule is O=C(C(=Cc1ccc(Br)cc1)c1ccccc1)c1ccccc1. The result is 0 (inactive). (3) The result is 0 (inactive). The drug is [N-]=[N+]=N[IH2]1OC(C(F)(F)F)(C(F)(F)F)c2ccccc21. (4) The molecule is O=S1(=O)C2CCCCC2(N2CCOCC2)C1c1ccccc1. The result is 0 (inactive). (5) The molecule is COc1ccc(C2C(Cl)C(=O)N2NC(=O)c2ccc(NC(C)=O)cc2)cc1OC. The result is 0 (inactive). (6) The compound is Nc1c(Br)cc2snc3c2c1C(=O)c1ccccc1-3. The result is 0 (inactive). (7) The compound is CCCN.CCOP1(=O)N=C(NC#N)N(C)C1(C)C. The result is 0 (inactive).